From a dataset of Forward reaction prediction with 1.9M reactions from USPTO patents (1976-2016). Predict the product of the given reaction. Given the reactants [Cl:1][C:2]1[C:7]([C:8]([C:10]2[CH:15]=[CH:14][C:13]([F:16])=[CH:12][CH:11]=2)=[O:9])=[CH:6][CH:5]=[C:4](Cl)[N:3]=1.[F:18][C:19]1[CH:20]=[C:21]([CH:31]=[C:32](B2OC(C)(C)C(C)(C)O2)[C:33]=1[CH3:34])[C:22]([NH:24][C:25]1[N:29]([CH3:30])[N:28]=[CH:27][CH:26]=1)=[O:23].C(=O)([O-])O.[Na+], predict the reaction product. The product is: [Cl:1][C:2]1[N:3]=[C:4]([C:32]2[CH:31]=[C:21]([CH:20]=[C:19]([F:18])[C:33]=2[CH3:34])[C:22]([NH:24][C:25]2[N:29]([CH3:30])[N:28]=[CH:27][CH:26]=2)=[O:23])[CH:5]=[CH:6][C:7]=1[C:8]([C:10]1[CH:15]=[CH:14][C:13]([F:16])=[CH:12][CH:11]=1)=[O:9].